Dataset: Reaction yield outcomes from USPTO patents with 853,638 reactions. Task: Predict the reaction yield, written as a fraction of the theoretical maximum amount of product (1.0 means a 100% yield; for example, 0.34 means a 34% yield). (1) The reactants are [BH4-].[Na+].FC(F)(F)C(O)=O.[Br:10][C:11]1[CH:12]=[CH:13][C:14]([O:29][CH3:30])=[C:15]([CH:17]([C:19]2[C:28]3[C:23](=[CH:24][CH:25]=[CH:26][CH:27]=3)[CH:22]=[CH:21][CH:20]=2)O)[CH:16]=1.[OH-].[Na+]. The catalyst is C(Cl)Cl.O. The product is [Br:10][C:11]1[CH:12]=[CH:13][C:14]([O:29][CH3:30])=[C:15]([CH:16]=1)[CH2:17][C:19]1[C:28]2[C:23](=[CH:24][CH:25]=[CH:26][CH:27]=2)[CH:22]=[CH:21][CH:20]=1. The yield is 0.957. (2) The reactants are [NH2:1][C:2]1[N:3]=[CH:4][C:5]([C:8]2[CH:13]=[CH:12][C:11]([C:14]3[C:15]([S:20]([NH:23]C(C)(C)C)(=[O:22])=[O:21])=[CH:16][CH:17]=[CH:18][CH:19]=3)=[C:10]([F:28])[C:9]=2[F:29])=[N:6][CH:7]=1. The catalyst is C(O)(C(F)(F)F)=O. The product is [NH2:1][C:2]1[N:3]=[CH:4][C:5]([C:8]2[CH:13]=[CH:12][C:11]([C:14]3[C:15]([S:20]([NH2:23])(=[O:21])=[O:22])=[CH:16][CH:17]=[CH:18][CH:19]=3)=[C:10]([F:28])[C:9]=2[F:29])=[N:6][CH:7]=1. The yield is 0.960. (3) The reactants are [Cl:1][C:2]1[CH:8]=[C:7]([Cl:9])[CH:6]=[CH:5][C:3]=1[NH2:4].[H-].[Na+].Cl[C:13]1[C:22]2[C:17](=[CH:18][C:19]3[CH:26]=[CH:25][C:24]([O:27][CH3:28])=[CH:23][C:20]=3[CH:21]=2)[N:16]=[CH:15][C:14]=1[C:29]#[N:30]. The catalyst is CN(C=O)C. The product is [Cl:1][C:2]1[CH:8]=[C:7]([Cl:9])[CH:6]=[CH:5][C:3]=1[NH:4][C:13]1[C:22]2[C:17](=[CH:18][C:19]3[CH:26]=[CH:25][C:24]([O:27][CH3:28])=[CH:23][C:20]=3[CH:21]=2)[N:16]=[CH:15][C:14]=1[C:29]#[N:30]. The yield is 0.862. (4) The reactants are [C:1]([O:5][C:6]([NH:8][C@@H:9]([CH2:33][C:34]1[CH:39]=[CH:38][CH:37]=[CH:36][CH:35]=1)[CH2:10][C@H:11]([OH:32])[C@@H:12]([NH:21][C:22](=[O:31])[O:23][CH2:24][C:25]1[CH:30]=[CH:29][CH:28]=[CH:27][CH:26]=1)[CH2:13][C:14]1[CH:19]=[CH:18][C:17]([OH:20])=[CH:16][CH:15]=1)=[O:7])([CH3:4])([CH3:3])[CH3:2].C1C=CC(N([S:47]([C:50]([F:53])([F:52])[F:51])(=[O:49])=[O:48])[S:47]([C:50]([F:53])([F:52])[F:51])(=[O:49])=[O:48])=CC=1. The catalyst is ClCCl.CN(C1C=CN=CC=1)C. The product is [F:51][C:50]([F:53])([F:52])[S:47]([O:20][C:17]1[CH:18]=[CH:19][C:14]([CH2:13][C@H:12]([NH:21][C:22]([O:23][CH2:24][C:25]2[CH:26]=[CH:27][CH:28]=[CH:29][CH:30]=2)=[O:31])[C@@H:11]([OH:32])[CH2:10][C@@H:9]([NH:8][C:6]([O:5][C:1]([CH3:4])([CH3:2])[CH3:3])=[O:7])[CH2:33][C:34]2[CH:39]=[CH:38][CH:37]=[CH:36][CH:35]=2)=[CH:15][CH:16]=1)(=[O:49])=[O:48]. The yield is 0.740. (5) The reactants are [Cl:1][C:2]1[C:11]2[C:6](=[CH:7][CH:8]=[CH:9][CH:10]=2)[C:5]([OH:12])=[CH:4][N:3]=1.C([O-])([O-])=O.[K+].[K+].[CH2:19](I)[CH3:20]. The catalyst is C(#N)C. The product is [Cl:1][C:2]1[C:11]2[C:6](=[CH:7][CH:8]=[CH:9][CH:10]=2)[C:5]([O:12][CH2:19][CH3:20])=[CH:4][N:3]=1. The yield is 0.620. (6) The reactants are C([O:8][C:9]1[C:14]([F:15])=[CH:13][CH:12]=[CH:11][C:10]=1[CH2:16][C:17]([O:19][CH3:20])=[O:18])C1C=CC=CC=1. The catalyst is [C].[Pd].O1CCCC1. The product is [F:15][C:14]1[C:9]([OH:8])=[C:10]([CH2:16][C:17]([O:19][CH3:20])=[O:18])[CH:11]=[CH:12][CH:13]=1. The yield is 0.980. (7) The reactants are Cl[CH2:2][C:3]1[O:7][N:6]=[C:5]([C:8]2[CH:13]=[C:12]([F:14])[CH:11]=[CH:10][C:9]=2[F:15])[N:4]=1.[CH2:16]([N:18]1[C:22]([C:23]2[S:24][CH:25]=[CH:26][CH:27]=2)=[N:21][NH:20][C:19]1=[S:28])[CH3:17].C(=O)([O-])[O-].[K+].[K+].C(OCC)(=O)C. The catalyst is CN(C=O)C. The product is [F:15][C:9]1[CH:10]=[CH:11][C:12]([F:14])=[CH:13][C:8]=1[C:5]1[N:4]=[C:3]([CH2:2][S:28][C:19]2[N:18]([CH2:16][CH3:17])[C:22]([C:23]3[S:24][CH:25]=[CH:26][CH:27]=3)=[N:21][N:20]=2)[O:7][N:6]=1. The yield is 0.500. (8) The reactants are Br[C:2]1[CH:3]=[C:4]([CH:8]=[CH:9][C:10]=1[CH3:11])[C:5]([NH2:7])=[O:6].CC1(C)C(C)(C)OB([C:20]2[CH:21]=[C:22]3[C:27](=[CH:28][CH:29]=2)[CH:26]=[C:25]([NH:30][C:31]([C:33]2[CH:37]=[CH:36][S:35][CH:34]=2)=[O:32])[CH:24]=[CH:23]3)O1.C([O-])([O-])=O.[K+].[K+].O1CCOCC1. The catalyst is [Pd].O. The product is [C:5]([C:4]1[CH:8]=[CH:9][C:10]([CH3:11])=[C:2]([C:20]2[CH:21]=[C:22]3[C:27](=[CH:28][CH:29]=2)[CH:26]=[C:25]([NH:30][C:31]([C:33]2[CH:37]=[CH:36][S:35][CH:34]=2)=[O:32])[CH:24]=[CH:23]3)[CH:3]=1)(=[O:6])[NH2:7]. The yield is 0.0800. (9) The reactants are [CH:1]([C:3]1[CH:12]=[C:11]([O:13][CH3:14])[C:6]([C:7]([O:9]C)=[O:8])=[C:5]([OH:15])[CH:4]=1)=O.[C:16]1([C:22](=O)[CH2:23][C:24]2[CH:29]=[CH:28][CH:27]=[CH:26][CH:25]=2)[CH:21]=[CH:20][CH:19]=[CH:18][CH:17]=1.[NH2:31][C:32]([NH2:34])=[O:33].Cl. The catalyst is CCO. The product is [OH:15][C:5]1[CH:4]=[C:3]([CH:1]2[C:23]([C:24]3[CH:29]=[CH:28][CH:27]=[CH:26][CH:25]=3)=[C:22]([C:16]3[CH:21]=[CH:20][CH:19]=[CH:18][CH:17]=3)[NH:34][C:32](=[O:33])[NH:31]2)[CH:12]=[C:11]([O:13][CH3:14])[C:6]=1[C:7]([OH:9])=[O:8]. The yield is 0.100.